This data is from Forward reaction prediction with 1.9M reactions from USPTO patents (1976-2016). The task is: Predict the product of the given reaction. (1) Given the reactants [CH3:1][N:2]1[CH:6]=[C:5]([CH2:7][CH2:8][C:9]([O:11][CH3:12])=[O:10])[CH:4]=[N:3]1.[CH:13](OC)=[O:14].CC([O-])(C)C.[K+], predict the reaction product. The product is: [CH:13]([CH:8]([CH2:7][C:5]1[CH:4]=[N:3][N:2]([CH3:1])[CH:6]=1)[C:9]([O:11][CH3:12])=[O:10])=[O:14]. (2) Given the reactants [CH2:1]([O:8][C:9]1[C:14]([C:15]([OH:17])=O)=[CH:13][C:12]([C:18]2[CH:23]=[CH:22][C:21]([Cl:24])=[CH:20][CH:19]=2)=[C:11]([C:25]2[CH:30]=[CH:29][C:28]([Cl:31])=[CH:27][C:26]=2[Cl:32])[N:10]=1)[C:2]1[CH:7]=[CH:6][CH:5]=[CH:4][CH:3]=1.[NH2:33][N:34]1[CH2:39][CH2:38][CH2:37][CH2:36][CH2:35]1.CCN(C(C)C)C(C)C.C1CN([P+](ON2N=NC3C=CC=CC2=3)(N2CCCC2)N2CCCC2)CC1.F[P-](F)(F)(F)(F)F, predict the reaction product. The product is: [N:34]1([NH:33][C:15]([C:14]2[C:9]([O:8][CH2:1][C:2]3[CH:7]=[CH:6][CH:5]=[CH:4][CH:3]=3)=[N:10][C:11]([C:25]3[CH:30]=[CH:29][C:28]([Cl:31])=[CH:27][C:26]=3[Cl:32])=[C:12]([C:18]3[CH:19]=[CH:20][C:21]([Cl:24])=[CH:22][CH:23]=3)[CH:13]=2)=[O:17])[CH2:39][CH2:38][CH2:37][CH2:36][CH2:35]1. (3) Given the reactants Cl.Cl[C:3]([O:5][CH:6]1[CH2:11][CH2:10][N:9]([CH3:12])[CH2:8][CH2:7]1)=[O:4].[C@H:13]1([NH:22][C:23]2[CH:32]=[CH:31][C:30]3[C:25](=[CH:26][CH:27]=[C:28]([NH2:33])[CH:29]=3)[N:24]=2)[C:21]2[C:16](=[CH:17][CH:18]=[CH:19][CH:20]=2)[CH2:15][CH2:14]1, predict the reaction product. The product is: [CH3:12][N:9]1[CH2:10][CH2:11][CH:6]([O:5][C:3](=[O:4])[NH:33][C:28]2[CH:29]=[C:30]3[C:25](=[CH:26][CH:27]=2)[N:24]=[C:23]([NH:22][C@H:13]2[C:21]4[C:16](=[CH:17][CH:18]=[CH:19][CH:20]=4)[CH2:15][CH2:14]2)[CH:32]=[CH:31]3)[CH2:7][CH2:8]1. (4) Given the reactants C([N:8]1[CH2:18][CH2:17][N:16]2[C@@H:10]([CH2:11][CH2:12][O:13][C:14]3[C:22]([CH3:23])=[CH:21][CH:20]=[CH:19][C:15]=32)[CH2:9]1)C1C=CC=CC=1, predict the reaction product. The product is: [CH3:23][C:22]1[C:14]2[O:13][CH2:12][CH2:11][C@H:10]3[CH2:9][NH:8][CH2:18][CH2:17][N:16]3[C:15]=2[CH:19]=[CH:20][CH:21]=1. (5) The product is: [C:17]([O:27][CH:28]([C:30]([O-:32])=[O:31])[F:29])([C:20]([C:23]([F:24])([F:25])[F:26])([F:22])[F:21])([F:19])[F:18].[NH4+:34]. Given the reactants C(F)(OC(F)(F)C(F)(F)C(F)(F)F)=C(F)F.[C:17]([O:27][CH:28]([C:30]([O:32]C)=[O:31])[F:29])([C:20]([C:23]([F:26])([F:25])[F:24])([F:22])[F:21])([F:19])[F:18].[NH3:34], predict the reaction product. (6) Given the reactants [C:1]1([CH2:7][CH2:8][C:9](OCC2C=CC=CC=2)=O)[CH:6]=[CH:5][CH:4]=[CH:3][CH:2]=1.[NH2:19][C@H:20]([CH2:24][OH:25])[CH:21]([CH3:23])[CH3:22], predict the reaction product. The product is: [CH:21]([C@H:20]1[CH2:24][O:25][C:9]([CH2:8][CH2:7][C:1]2[CH:6]=[CH:5][CH:4]=[CH:3][CH:2]=2)=[N:19]1)([CH3:23])[CH3:22]. (7) Given the reactants [C:1]([O:4][CH2:5][C@H:6]1[CH2:11][C@@H:10]([O:12][C:13](=[O:15])[CH3:14])[CH2:9][CH2:8][C@@:7]1([C@H:17]1[CH2:25][CH2:24][C@@:23]2([CH3:26])[C@@H:19]([CH2:20][CH2:21][C:22]2=[CH2:27])[C@@H:18]1[CH2:28][N:29]=[N+]=[N-])[CH3:16])(=[O:3])[CH3:2].C1C=CC(P(C2C=CC=CC=2)C2C=CC=CC=2)=CC=1.O, predict the reaction product. The product is: [C:1]([O:4][CH2:5][C@H:6]1[CH2:11][C@@H:10]([O:12][C:13](=[O:15])[CH3:14])[CH2:9][CH2:8][C@@:7]1([C@H:17]1[CH2:25][CH2:24][C@@:23]2([CH3:26])[C@@H:19]([CH2:20][CH2:21][C:22]2=[CH2:27])[C@@H:18]1[CH2:28][NH2:29])[CH3:16])(=[O:3])[CH3:2]. (8) Given the reactants [NH2:1][C:2]1[C:7]([C:8]#[C:9][Si:10]([CH3:13])([CH3:12])[CH3:11])=[CH:6][N:5]=[C:4](C#N)[CH:3]=1.IC1C(N)=CC([NH:23][C:24]([CH3:31])([CH2:26][C:27]([CH3:30])([CH3:29])[CH3:28])[CH3:25])=NC=1, predict the reaction product. The product is: [CH3:25][C:24]([NH:23][C:4]1[CH:3]=[C:2]([NH2:1])[C:7]([C:8]#[C:9][Si:10]([CH3:11])([CH3:12])[CH3:13])=[CH:6][N:5]=1)([CH2:26][C:27]([CH3:30])([CH3:29])[CH3:28])[CH3:31]. (9) Given the reactants [F:1][C:2]1[CH:10]=[CH:9][C:8]([CH2:11][C:12]2[C:21]3[C:16](=[CH:17][CH:18]=[CH:19][CH:20]=3)[C:15](=[O:22])[NH:14][N:13]=2)=[CH:7][C:3]=1[C:4](O)=[O:5].ON1C2C=CC=CC=2N=N1.[CH3:33][NH:34][C:35]([C:37]1[N:38]=[C:39]([C:46]([F:49])([F:48])[F:47])[N:40]2[CH2:45][CH2:44][NH:43][CH2:42][C:41]=12)=[O:36].Cl.C(N=C=NCCCN(C)C)C.C(N(CC)C(C)C)(C)C, predict the reaction product. The product is: [F:1][C:2]1[CH:10]=[CH:9][C:8]([CH2:11][C:12]2[C:21]3[C:16](=[CH:17][CH:18]=[CH:19][CH:20]=3)[C:15](=[O:22])[NH:14][N:13]=2)=[CH:7][C:3]=1[C:4]([N:43]1[CH2:44][CH2:45][N:40]2[C:39]([C:46]([F:49])([F:47])[F:48])=[N:38][C:37]([C:35]([NH:34][CH3:33])=[O:36])=[C:41]2[CH2:42]1)=[O:5]. (10) Given the reactants [F:1][B-:2]([F:5])([F:4])[F:3].[H+].CCOCC.[NH2:12][CH2:13][CH2:14][C:15]1[CH:21]=[CH:20][C:18]([NH2:19])=[CH:17][CH:16]=1.CC#[N:24], predict the reaction product. The product is: [F:1][B-:2]([F:5])([F:4])[F:3].[NH3+:12][CH2:13][CH2:14][C:15]1[CH:21]=[CH:20][C:18]([N+:19]#[N:24])=[CH:17][CH:16]=1.[F:1][B-:2]([F:5])([F:4])[F:3].